This data is from Full USPTO retrosynthesis dataset with 1.9M reactions from patents (1976-2016). The task is: Predict the reactants needed to synthesize the given product. (1) Given the product [Cl:17][CH2:18][CH2:19][CH2:20][O:1][C:2]1[CH:10]=[CH:9][C:5]([C:6]([NH2:8])=[O:7])=[CH:4][CH:3]=1, predict the reactants needed to synthesize it. The reactants are: [OH:1][C:2]1[CH:10]=[CH:9][C:5]([C:6]([NH2:8])=[O:7])=[CH:4][CH:3]=1.C(=O)([O-])[O-].[K+].[K+].[Cl:17][CH2:18][CH2:19][CH2:20]Br. (2) Given the product [Cl:1][C:2]1[C:3]2[C:4]([I:13])=[CH:27][N:25]([CH3:26])[C:24]=2[N:5]=[CH:6][N:7]=1, predict the reactants needed to synthesize it. The reactants are: [Cl:1][C:2]1[C:3]2C=CN[C:4]=2[N:5]=[CH:6][N:7]=1.[OH-].[K+].[I:13]I.CI.S([O-])([O-])(=O)=S.[Na+].[Na+].[CH3:24][N:25]([CH:27]=O)[CH3:26]. (3) Given the product [CH2:1]([N:3]1[C:12]2[C:7](=[CH:8][C:9]([CH:25]=[O:26])=[C:10]([OH:13])[CH:11]=2)[C:6]([CH3:14])=[CH:5][C:4]1([CH3:15])[CH3:16])[CH3:2], predict the reactants needed to synthesize it. The reactants are: [CH2:1]([N:3]1[C:12]2[C:7](=[CH:8][CH:9]=[C:10]([OH:13])[CH:11]=2)[C:6]([CH3:14])=[CH:5][C:4]1([CH3:16])[CH3:15])[CH3:2].O=P(Cl)(Cl)Cl.CN([CH:25]=[O:26])C.